From a dataset of Retrosynthesis with 50K atom-mapped reactions and 10 reaction types from USPTO. Predict the reactants needed to synthesize the given product. (1) Given the product OC(c1ccccc1)(c1ccccc1)C1CCN(CCc2ccc(-c3ccccc3)cc2)CC1, predict the reactants needed to synthesize it. The reactants are: OB(O)c1ccccc1.OC(c1ccccc1)(c1ccccc1)C1CCN(CCc2ccc(Br)cc2)CC1. (2) Given the product O=S1(=O)N=C(c2ccc(Br)cc2)c2ccc(OCCCCN3CCC3)cc21, predict the reactants needed to synthesize it. The reactants are: C1CNC1.O=S1(=O)N=C(c2ccc(Br)cc2)c2ccc(OCCCCBr)cc21. (3) Given the product CCc1cnc(-c2ccc(C(CCC(F)(F)F)Nc3ccc(C(=O)OC)cc3)c(C)c2)nc1, predict the reactants needed to synthesize it. The reactants are: CCc1cnc(Cl)nc1.COC(=O)c1ccc(NC(CCC(F)(F)F)c2ccc(B3OC(C)(C)C(C)(C)O3)cc2C)cc1. (4) Given the product CCOC(=O)c1nn(C(F)F)nc1C, predict the reactants needed to synthesize it. The reactants are: CCOC(=O)c1n[nH]nc1C.FC(F)Cl. (5) Given the product O=C(O)c1cc(F)c(-c2cnco2)c(F)c1, predict the reactants needed to synthesize it. The reactants are: COC(=O)c1cc(F)c(-c2cnco2)c(F)c1.